From a dataset of Reaction yield outcomes from USPTO patents with 853,638 reactions. Predict the reaction yield, written as a fraction of the theoretical maximum amount of product (1.0 means a 100% yield; for example, 0.34 means a 34% yield). The reactants are IC1C([N+]([O-])=O)=CC(Cl)=CN=1.C1([Mg]Cl)C=CC=CC=1.[F:20][C:21]1[CH:22]=[C:23]([CH:26]=[CH:27][CH:28]=1)[CH:24]=[O:25]. No catalyst specified. The product is [F:20][C:21]1[CH:22]=[C:23]([CH2:24][OH:25])[CH:26]=[CH:27][CH:28]=1. The yield is 0.400.